This data is from Forward reaction prediction with 1.9M reactions from USPTO patents (1976-2016). The task is: Predict the product of the given reaction. (1) Given the reactants [Cl:1][C:2]1[CH:9]=[C:8]([Cl:10])[CH:7]=[CH:6][C:3]=1[CH2:4]Cl.[Mg].[Cl:12][C:13]1[CH:20]=[CH:19][C:16]([C:17]#N)=[CH:15][CH:14]=1.CC[O:23]CC, predict the reaction product. The product is: [Cl:1][C:2]1[CH:9]=[C:8]([Cl:10])[CH:7]=[CH:6][C:3]=1[CH2:4][C:17]([C:16]1[CH:19]=[CH:20][C:13]([Cl:12])=[CH:14][CH:15]=1)=[O:23]. (2) Given the reactants Cl[C:2]1[N:7]=[CH:6][C:5]([CH:8]([CH3:14])[C:9]([O:11][CH2:12][CH3:13])=[O:10])=[CH:4][CH:3]=1.[CH3:15][N:16](C)C=O, predict the reaction product. The product is: [C:15]([C:2]1[N:7]=[CH:6][C:5]([CH:8]([CH3:14])[C:9]([O:11][CH2:12][CH3:13])=[O:10])=[CH:4][CH:3]=1)#[N:16]. (3) Given the reactants II.O[PH2]=O.[CH3:6][N:7]1[CH:11]=[C:10]([C:12]2[CH:13]=[CH:14][C:15]3[N:16]([C:18]([CH:21]([C:23]4[CH:24]=[C:25]5[C:30](=[CH:31][CH:32]=4)[N:29]=[CH:28][CH:27]=[CH:26]5)O)=[CH:19][N:20]=3)[N:17]=2)[CH:9]=[N:8]1, predict the reaction product. The product is: [CH3:6][N:7]1[CH:11]=[C:10]([C:12]2[CH:13]=[CH:14][C:15]3[N:16]([C:18]([CH2:21][C:23]4[CH:24]=[C:25]5[C:30](=[CH:31][CH:32]=4)[N:29]=[CH:28][CH:27]=[CH:26]5)=[CH:19][N:20]=3)[N:17]=2)[CH:9]=[N:8]1.